Dataset: Reaction yield outcomes from USPTO patents with 853,638 reactions. Task: Predict the reaction yield, written as a fraction of the theoretical maximum amount of product (1.0 means a 100% yield; for example, 0.34 means a 34% yield). (1) The reactants are Br[C:2]1[C:10]2[O:9][C@@H:8]([CH2:11][Br:12])[CH2:7][C:6]=2[CH:5]=[C:4]([F:13])[CH:3]=1.[Cl:14]C1C=C(C)C(B(O)O)=CC=1.[CH3:25][C:26]1[CH:31]=[CH:30][C:29](S(OCC2[CH2:25][C:26]3[C:31](C4C=CC=CC=4)=[CH:30][CH:29]=[CH:28][C:27]=3O2)(=O)=O)=[CH:28][CH:27]=1. No catalyst specified. The product is [Br:12][CH2:11][C@H:8]1[CH2:7][C:6]2[CH:5]=[C:4]([F:13])[CH:3]=[C:2]([C:27]3[CH:28]=[C:29]([Cl:14])[CH:30]=[CH:31][C:26]=3[CH3:25])[C:10]=2[O:9]1. The yield is 0.900. (2) The reactants are [Cl:1][C:2]1[C:3]([NH:15][CH:16]2[CH2:23][CH:19]3[CH2:20][NH:21][CH2:22][CH:18]3[CH2:17]2)=[N:4][C:5]([NH:8][C:9]2[CH:10]=[N:11][N:12]([CH3:14])[CH:13]=2)=[N:6][CH:7]=1.Cl[C:25]1[CH:32]=[CH:31][C:28]([C:29]#[N:30])=[CH:27][N:26]=1.CCN(CC)CC. The catalyst is C(Cl)Cl.CO. The product is [Cl:1][C:2]1[C:3]([NH:15][CH:16]2[CH2:23][CH:19]3[CH2:20][N:21]([C:25]4[CH:32]=[CH:31][C:28]([C:29]#[N:30])=[CH:27][N:26]=4)[CH2:22][CH:18]3[CH2:17]2)=[N:4][C:5]([NH:8][C:9]2[CH:10]=[N:11][N:12]([CH3:14])[CH:13]=2)=[N:6][CH:7]=1. The yield is 0.618. (3) The reactants are [CH3:1][C:2]1[CH:7]=[C:6]([CH3:8])[N:5]2[N:9]=[C:10]([SH:12])[N:11]=[C:4]2[N:3]=1.[C:13]1([N:19]([CH2:23][CH2:24]O)[CH2:20][CH2:21][OH:22])[CH:18]=[CH:17][CH:16]=[CH:15][CH:14]=1.C1(P(C2C=CC=CC=2)C2C=CC=CC=2)C=CC=CC=1.CC(OC(/N=N/C(OC(C)C)=O)=O)C. The catalyst is O1CCCC1. The product is [CH3:1][C:2]1[CH:7]=[C:6]([CH3:8])[N:5]2[N:9]=[C:10]([S:12][CH2:24][CH2:23][N:19]([C:13]3[CH:18]=[CH:17][CH:16]=[CH:15][CH:14]=3)[CH2:20][CH2:21][OH:22])[N:11]=[C:4]2[N:3]=1. The yield is 0.320. (4) The reactants are [C:1]([O:5][C:6]([N:8]1[CH2:13][CH2:12][N:11]([CH2:14][CH2:15][N:16]2[C:24]3[C:19](=[CH:20][C:21]([O:25][C:26]4[CH:31]=[CH:30][C:29]([F:32])=[CH:28][C:27]=4[C:33]#[N:34])=[CH:22][CH:23]=3)[CH:18]=[N:17]2)[CH2:10][CH2:9]1)=[O:7])([CH3:4])([CH3:3])[CH3:2].N1C=CC=CC=1C1C=CC=CN=1.[BH4-].[Na+]. The catalyst is CCO. The product is [C:1]([O:5][C:6]([N:8]1[CH2:9][CH2:10][N:11]([CH2:14][CH2:15][N:16]2[C:24]3[C:19](=[CH:20][C:21]([O:25][C:26]4[CH:31]=[CH:30][C:29]([F:32])=[CH:28][C:27]=4[CH2:33][NH2:34])=[CH:22][CH:23]=3)[CH:18]=[N:17]2)[CH2:12][CH2:13]1)=[O:7])([CH3:4])([CH3:2])[CH3:3]. The yield is 0.860. (5) The reactants are Br[C:2]1[CH:11]=[CH:10][C:5]([C:6]([O:8]C)=[O:7])=[CH:4][C:3]=1[O:12][CH3:13].[CH3:14][C:15]1[C:16](B(O)O)=[CH:17][S:18][CH:19]=1.C(=O)([O-])[O-].[K+].[K+].[OH-].[Na+]. The catalyst is C1(C)C=CC=CC=1.O.C1C=CC([P]([Pd]([P](C2C=CC=CC=2)(C2C=CC=CC=2)C2C=CC=CC=2)([P](C2C=CC=CC=2)(C2C=CC=CC=2)C2C=CC=CC=2)[P](C2C=CC=CC=2)(C2C=CC=CC=2)C2C=CC=CC=2)(C2C=CC=CC=2)C2C=CC=CC=2)=CC=1. The product is [CH3:13][O:12][C:3]1[CH:4]=[C:5]([CH:10]=[CH:11][C:2]=1[C:16]1[C:15]([CH3:14])=[CH:19][S:18][CH:17]=1)[C:6]([OH:8])=[O:7]. The yield is 0.710. (6) The reactants are [Cl:1][C:2]1[CH:7]=[CH:6][C:5]([Cl:8])=[CH:4][C:3]=1[S:9](Cl)(=[O:11])=[O:10].[CH:13]1[CH:18]=[CH:17][CH:16]=[CH:15][CH:14]=1.[Cl-].[Al+3].[Cl-].[Cl-].Cl. The catalyst is O.[N+](C)([O-])=O. The product is [C:13]1([S:9]([C:3]2[CH:4]=[C:5]([Cl:8])[CH:6]=[CH:7][C:2]=2[Cl:1])(=[O:11])=[O:10])[CH:18]=[CH:17][CH:16]=[CH:15][CH:14]=1. The yield is 0.850.